This data is from Forward reaction prediction with 1.9M reactions from USPTO patents (1976-2016). The task is: Predict the product of the given reaction. (1) Given the reactants [Cl:1][C:2]1[C:3]([CH2:12][O:13][C:14]2[CH:23]=[C:22]3[C:17]([CH2:18][CH2:19][C:20]([CH3:25])([CH3:24])[O:21]3)=[CH:16][CH:15]=2)=[CH:4][C:5]2[O:9][N:8]=[C:7]([NH2:10])[C:6]=2[CH:11]=1.[CH3:26][S:27](Cl)(=[O:29])=[O:28], predict the reaction product. The product is: [Cl:1][C:2]1[C:3]([CH2:12][O:13][C:14]2[CH:23]=[C:22]3[C:17]([CH2:18][CH2:19][C:20]([CH3:25])([CH3:24])[O:21]3)=[CH:16][CH:15]=2)=[CH:4][C:5]2[O:9][N:8]=[C:7]([NH:10][S:27]([CH3:26])(=[O:29])=[O:28])[C:6]=2[CH:11]=1. (2) Given the reactants [NH2:1][C:2]1[CH:3]=[C:4]([CH:7]=[C:8]([NH2:11])[C:9]=1[Cl:10])[C:5]#[N:6].CCN(C(C)C)C(C)C.Br[CH2:22][CH2:23][O:24][CH2:25][CH2:26][O:27][CH3:28], predict the reaction product. The product is: [NH2:1][C:2]1[CH:3]=[C:4]([CH:7]=[C:8]([NH:11][CH2:22][CH2:23][O:24][CH2:25][CH2:26][O:27][CH3:28])[C:9]=1[Cl:10])[C:5]#[N:6]. (3) Given the reactants [C:1]([O:9][CH:10]1[CH:17]2[CH:13]([C:14](=[O:18])[NH:15][CH2:16]2)[CH2:12][CH2:11]1)(=[O:8])[C:2]1[CH:7]=[CH:6][CH:5]=[CH:4][CH:3]=1.ClC1C(C)=C(N2C[C@@H]3[C@H](O)CC[C@@H]3C2=O)C=CC=1C#N.[H-].[Na+].Br[CH2:42][C:43]1[CH:50]=[CH:49][C:46]([C:47]#[N:48])=[C:45]([Cl:51])[C:44]=1[CH3:52], predict the reaction product. The product is: [C:1]([O:9][CH:10]1[CH:17]2[CH:16]([N:15]([CH2:42][C:43]3[CH:50]=[CH:49][C:46]([C:47]#[N:48])=[C:45]([Cl:51])[C:44]=3[CH3:52])[C:14](=[O:18])[CH2:13]2)[CH2:12][CH2:11]1)(=[O:8])[C:2]1[CH:3]=[CH:4][CH:5]=[CH:6][CH:7]=1. (4) Given the reactants [H-].[Na+].C(OP([CH2:11][C:12]([O:14][CH2:15][CH3:16])=[O:13])(OCC)=O)C.Cl.[F:18][C:19]([F:25])([F:24])[C:20](=O)[CH2:21][CH3:22], predict the reaction product. The product is: [F:18][C:19]([F:25])([F:24])[C:20]([CH2:21][CH3:22])=[CH:11][C:12]([O:14][CH2:15][CH3:16])=[O:13]. (5) Given the reactants [F:1][C:2]1[CH:10]=[CH:9][C:8]([N:11]([CH3:20])[S:12]([C:15]2[S:16][CH:17]=[CH:18][CH:19]=2)(=[O:14])=[O:13])=[C:7]2[C:3]=1[CH:4]=[C:5]([C:24]([NH2:26])=O)[N:6]2[CH2:21][O:22][CH3:23].COC1C=CC(P2(SP(C3C=CC(OC)=CC=3)(=S)S2)=[S:36])=CC=1, predict the reaction product. The product is: [F:1][C:2]1[CH:10]=[CH:9][C:8]([N:11]([CH3:20])[S:12]([C:15]2[S:16][CH:17]=[CH:18][CH:19]=2)(=[O:14])=[O:13])=[C:7]2[C:3]=1[CH:4]=[C:5]([C:24](=[S:36])[NH2:26])[N:6]2[CH2:21][O:22][CH3:23].